This data is from Full USPTO retrosynthesis dataset with 1.9M reactions from patents (1976-2016). The task is: Predict the reactants needed to synthesize the given product. (1) Given the product [CH3:26][C:27]1([CH2:31][O:18][C:17](=[O:19])[C@@H:12]([NH:11][C:1]([O:3][CH2:4][C:5]2[CH:10]=[CH:9][CH:8]=[CH:7][CH:6]=2)=[O:2])[CH2:13][CH:14]([CH3:16])[CH3:15])[CH2:30][O:29][CH2:28]1, predict the reactants needed to synthesize it. The reactants are: [C:1]([NH:11][C@H:12]([C:17]([OH:19])=[O:18])[CH2:13][CH:14]([CH3:16])[CH3:15])([O:3][CH2:4][C:5]1[CH:10]=[CH:9][CH:8]=[CH:7][CH:6]=1)=[O:2].C([O-])([O-])=O.[Cs+].[Cs+].[CH3:26][C:27]1([CH2:31]OS(C2C(C)=CC=CC=2)(=O)=O)[CH2:30][O:29][CH2:28]1.[Na+].[I-]. (2) Given the product [O:7]1[C@@H:3]2[CH2:4][CH2:5][CH2:6][C@@H:2]2[NH:1][C:11]1=[O:12], predict the reactants needed to synthesize it. The reactants are: [NH2:1][C@H:2]1[CH2:6][CH2:5][CH2:4][C@H:3]1[OH:7].Cl.[OH-].[K+].[C:11](=O)(OC(Cl)(Cl)Cl)[O:12]C(Cl)(Cl)Cl. (3) Given the product [CH3:1][C:2]1([CH3:25])[C:6]([C:7]2[CH:8]=[C:9]([CH:14]=[CH:15][C:16]=2[C:34]2[C:33]([F:32])=[CH:38][N:37]=[C:36]([O:39][CH3:40])[CH:35]=2)[C:10]([O:12][CH3:13])=[O:11])=[CH:5][CH2:4][CH2:3]1, predict the reactants needed to synthesize it. The reactants are: [CH3:1][C:2]1([CH3:25])[C:6]([C:7]2[CH:8]=[C:9]([CH:14]=[CH:15][C:16]=2OS(C(F)(F)F)(=O)=O)[C:10]([O:12][CH3:13])=[O:11])=[CH:5][CH2:4][CH2:3]1.C(=O)([O-])[O-].[K+].[K+].[F:32][C:33]1[C:34](B(O)O)=[CH:35][C:36]([O:39][CH3:40])=[N:37][CH:38]=1. (4) Given the product [CH3:1][O:2][CH2:3][O:33][C:34]1[CH:59]=[CH:58][C:57]([CH3:60])=[CH:56][C:35]=1/[CH:36]=[C:37]1/[C:38](=[O:55])[N:39]([S:45]([C:48]2[CH:49]=[CH:50][C:51]([Cl:54])=[CH:52][CH:53]=2)(=[O:46])=[O:47])[CH2:40][C:41](=[O:44])[NH:42][CH2:43]/1.[Cl:23][C:20]1[CH:21]=[CH:22][C:17]([S:14]([N:8]2[C:7](=[O:24])/[C:6](=[CH:5]/[C:4]3[CH:25]=[C:26]([OH:29])[CH:27]=[CH:28][C:3]=3[O:2][CH3:1])/[CH2:12][NH:11][C:10](=[O:13])[CH2:9]2)(=[O:15])=[O:16])=[CH:18][CH:19]=1, predict the reactants needed to synthesize it. The reactants are: [CH3:1][O:2][C:3]1[CH:28]=[CH:27][C:26]([O:29]COC)=[CH:25][C:4]=1/[CH:5]=[C:6]1/[C:7](=[O:24])[N:8]([S:14]([C:17]2[CH:22]=[CH:21][C:20]([Cl:23])=[CH:19][CH:18]=2)(=[O:16])=[O:15])[CH2:9][C:10](=[O:13])[NH:11][CH2:12]/1.[OH:33][C:34]1[CH:59]=[CH:58][C:57]([CH3:60])=[CH:56][C:35]=1/[CH:36]=[C:37]1/[C:38](=[O:55])[N:39]([S:45]([C:48]2[CH:53]=[CH:52][C:51]([Cl:54])=[CH:50][CH:49]=2)(=[O:47])=[O:46])[CH2:40][C:41](=[O:44])[NH:42][CH2:43]/1. (5) Given the product [N:1]1[CH:6]=[CH:5][CH:4]=[C:3](/[CH:7]=[CH:22]/[C:24]2[C:32]3[C:27](=[CH:28][C:29]([C:33]#[N:34])=[CH:30][CH:31]=3)[NH:26][N:25]=2)[CH:2]=1, predict the reactants needed to synthesize it. The reactants are: [N:1]1[CH:6]=[CH:5][CH:4]=[C:3]([CH2:7]P(=O)(OCC)OCC)[CH:2]=1.C(O[K])(C)(C)C.[CH:22]([C:24]1[C:32]2[C:27](=[CH:28][C:29]([C:33]#[N:34])=[CH:30][CH:31]=2)[NH:26][N:25]=1)=O.C([O-])(O)=O.[Na+]. (6) Given the product [OH:8][C:9]1[CH:10]=[CH:11][C:12]([CH2:15][C:16]([CH3:23])([CH3:22])[CH2:17][C:18]([O:20][CH3:21])=[O:19])=[CH:13][CH:14]=1, predict the reactants needed to synthesize it. The reactants are: C([O:8][C:9]1[CH:14]=[CH:13][C:12]([C:15](=O)[C:16]([CH3:23])([CH3:22])[CH2:17][C:18]([O:20][CH3:21])=[O:19])=[CH:11][CH:10]=1)C1C=CC=CC=1.[H][H].